This data is from Full USPTO retrosynthesis dataset with 1.9M reactions from patents (1976-2016). The task is: Predict the reactants needed to synthesize the given product. (1) Given the product [F:39][C:38]([F:41])([F:40])[C:36]([OH:42])=[O:37].[CH3:1][O:2][C:3](=[O:35])[C@@H:4]([NH:14][C:15]([C:17]1[S:18][C:19]([C:23](=[O:34])[NH:24][CH2:25][C:26]2[CH:31]=[CH:30][C:29]([F:32])=[C:28]([OH:33])[CH:27]=2)=[CH:20][C:21]=1[CH3:22])=[O:16])[CH2:5][NH2:6], predict the reactants needed to synthesize it. The reactants are: [CH3:1][O:2][C:3](=[O:35])[C@@H:4]([NH:14][C:15]([C:17]1[S:18][C:19]([C:23](=[O:34])[NH:24][CH2:25][C:26]2[CH:31]=[CH:30][C:29]([F:32])=[C:28]([OH:33])[CH:27]=2)=[CH:20][C:21]=1[CH3:22])=[O:16])[CH2:5][NH:6]C(OC(C)(C)C)=O.[C:36]([OH:42])([C:38]([F:41])([F:40])[F:39])=[O:37]. (2) Given the product [CH3:1][O:2][C:3](=[O:23])[CH2:4][C:5]1[CH:10]=[CH:9][C:8]([O:11][CH3:12])=[C:7]([O:13][C:14]2[CH:19]=[CH:18][C:17]([Br:20])=[CH:16][C:15]=2[CH2:21][NH:26][CH2:24][CH3:25])[CH:6]=1, predict the reactants needed to synthesize it. The reactants are: [CH3:1][O:2][C:3](=[O:23])[CH2:4][C:5]1[CH:10]=[CH:9][C:8]([O:11][CH3:12])=[C:7]([O:13][C:14]2[CH:19]=[CH:18][C:17]([Br:20])=[CH:16][C:15]=2[CH:21]=O)[CH:6]=1.[CH2:24]([NH2:26])[CH3:25].